Dataset: Peptide-MHC class I binding affinity with 185,985 pairs from IEDB/IMGT. Task: Regression. Given a peptide amino acid sequence and an MHC pseudo amino acid sequence, predict their binding affinity value. This is MHC class I binding data. (1) The peptide sequence is YLDMVLAFL. The MHC is HLA-A02:06 with pseudo-sequence HLA-A02:06. The binding affinity (normalized) is 1.00. (2) The peptide sequence is RLLKNMKQCT. The MHC is HLA-A02:02 with pseudo-sequence HLA-A02:02. The binding affinity (normalized) is 0.00617. (3) The peptide sequence is TPDNFSSLI. The MHC is HLA-B35:01 with pseudo-sequence HLA-B35:01. The binding affinity (normalized) is 0.109.